This data is from Catalyst prediction with 721,799 reactions and 888 catalyst types from USPTO. The task is: Predict which catalyst facilitates the given reaction. (1) Reactant: [NH2:1][C:2]1[CH:10]=[C:9]([F:11])[CH:8]=[CH:7][C:3]=1[C:4]([OH:6])=[O:5].[Br:12]N1C(=O)CCC1=O. Product: [NH2:1][C:2]1[CH:10]=[C:9]([F:11])[C:8]([Br:12])=[CH:7][C:3]=1[C:4]([OH:6])=[O:5]. The catalyst class is: 9. (2) The catalyst class is: 6. Reactant: [Br:1][C:2]1[CH:3]=[C:4]2[C:8](=[CH:9][CH:10]=1)[NH:7][C:6]([C:11]([NH:13][CH2:14][CH2:15][C:16]([O:18]CC)=[O:17])=[O:12])=[CH:5]2.O.[OH-].[Li+].CO.Cl. Product: [Br:1][C:2]1[CH:3]=[C:4]2[C:8](=[CH:9][CH:10]=1)[NH:7][C:6]([C:11]([NH:13][CH2:14][CH2:15][C:16]([OH:18])=[O:17])=[O:12])=[CH:5]2. (3) Reactant: C(=O)([O-])[O-].[K+].[K+].[CH:7]1([CH2:12][C:13]([C:15]2[CH:20]=[CH:19][C:18]([OH:21])=[C:17]([CH3:22])[C:16]=2[OH:23])=[O:14])[CH2:11][CH2:10][CH2:9][CH2:8]1.Br[CH2:25][CH2:26][CH2:27][CH2:28][O:29][C:30]1[CH:37]=[CH:36][C:33]([C:34]#[N:35])=[CH:32][CH:31]=1. Product: [CH:7]1([CH2:12][C:13]([C:15]2[CH:20]=[CH:19][C:18]([O:21][CH2:25][CH2:26][CH2:27][CH2:28][O:29][C:30]3[CH:31]=[CH:32][C:33]([C:34]#[N:35])=[CH:36][CH:37]=3)=[C:17]([CH3:22])[C:16]=2[OH:23])=[O:14])[CH2:11][CH2:10][CH2:9][CH2:8]1. The catalyst class is: 21. (4) Reactant: OP(OP(O)(O)=O)(=O)O.C([O:18][CH2:19][CH2:20][O:21][C:22]1[CH:27]=[CH:26][CH:25]=[C:24]([CH2:28][N:29]2[CH2:33][CH2:32][C@@H:31]([NH:34][C:35]3[CH:44]=[CH:43][CH:42]=[C:41]4[C:36]=3[CH:37]=[CH:38][N:39]=[CH:40]4)[CH2:30]2)[CH:23]=1)(=O)C1C=CC=CC=1.[OH-].[Na+]. Product: [CH:40]1[C:41]2[C:36](=[C:35]([NH:34][C@@H:31]3[CH2:32][CH2:33][N:29]([CH2:28][C:24]4[CH:23]=[C:22]([CH:27]=[CH:26][CH:25]=4)[O:21][CH2:20][CH2:19][OH:18])[CH2:30]3)[CH:44]=[CH:43][CH:42]=2)[CH:37]=[CH:38][N:39]=1. The catalyst class is: 7. (5) Reactant: [O:1]1[C:5]2([CH2:10][CH2:9][CH:8](O)[CH2:7][CH2:6]2)[O:4][CH2:3][CH2:2]1.N1C=CN=C1.C1(P(C2C=CC=CC=2)C2C=CC=CC=2)C=CC=CC=1.[I:36]I.S([O-])(O)=O.[Na+]. Product: [I:36][CH:8]1[CH2:9][CH2:10][C:5]2([O:4][CH2:3][CH2:2][O:1]2)[CH2:6][CH2:7]1. The catalyst class is: 7.